This data is from Cav3 T-type calcium channel HTS with 100,875 compounds. The task is: Binary Classification. Given a drug SMILES string, predict its activity (active/inactive) in a high-throughput screening assay against a specified biological target. (1) The drug is OC1(c2c(N(C1=O)CCCC)cccc2)CC(=O)c1c(OC)cccc1. The result is 0 (inactive). (2) The result is 0 (inactive). The drug is OC1(CCN(CC1)CC(=O)Nc1c(n(nc1C)C)C)c1cc2OCOc2cc1. (3) The compound is O(c1n(c2c(n(c(=O)n(c2=O)C)C)n1)C)c1ccc(cc1)c1ccccc1. The result is 0 (inactive).